This data is from HIV replication inhibition screening data with 41,000+ compounds from the AIDS Antiviral Screen. The task is: Binary Classification. Given a drug SMILES string, predict its activity (active/inactive) in a high-throughput screening assay against a specified biological target. The molecule is NCCC(O)C(=O)NC1CC(N)C(OC2OC(CN)C(O)C(O)C2O)C(O)C1OC1OC(CO)C(O)C(N)C1O. The result is 0 (inactive).